From a dataset of Peptide-MHC class I binding affinity with 185,985 pairs from IEDB/IMGT. Regression. Given a peptide amino acid sequence and an MHC pseudo amino acid sequence, predict their binding affinity value. This is MHC class I binding data. (1) The peptide sequence is LAMGFGRA. The MHC is H-2-Db with pseudo-sequence H-2-Db. The binding affinity (normalized) is 0. (2) The peptide sequence is YIFWIRTPR. The MHC is HLA-B40:01 with pseudo-sequence HLA-B40:01. The binding affinity (normalized) is 0.0847.